From a dataset of Peptide-MHC class II binding affinity with 134,281 pairs from IEDB. Regression. Given a peptide amino acid sequence and an MHC pseudo amino acid sequence, predict their binding affinity value. This is MHC class II binding data. (1) The peptide sequence is PQPQLPYPQPQLPY. The MHC is HLA-DQA10301-DQB10302 with pseudo-sequence HLA-DQA10301-DQB10302. The binding affinity (normalized) is 0.137. (2) The peptide sequence is EAMSQANSAILMQR. The MHC is DRB1_1302 with pseudo-sequence DRB1_1302. The binding affinity (normalized) is 0.726. (3) The peptide sequence is YDKFLYNVSTVLTGK. The MHC is DRB1_0101 with pseudo-sequence DRB1_0101. The binding affinity (normalized) is 0.954. (4) The MHC is HLA-DQA10102-DQB10501 with pseudo-sequence HLA-DQA10102-DQB10501. The peptide sequence is YLVGSNMTQRVVIALKK. The binding affinity (normalized) is 0.570. (5) The peptide sequence is YDKFLANVSGVLTGK. The MHC is DRB1_0701 with pseudo-sequence DRB1_0701. The binding affinity (normalized) is 0.708. (6) The peptide sequence is SSKAATAKAPGLVPK. The MHC is DRB5_0101 with pseudo-sequence DRB5_0101. The binding affinity (normalized) is 0.420. (7) The peptide sequence is VDGIIAAYQNPASWK. The MHC is HLA-DQA10501-DQB10301 with pseudo-sequence HLA-DQA10501-DQB10301. The binding affinity (normalized) is 0.631.